Dataset: NCI-60 drug combinations with 297,098 pairs across 59 cell lines. Task: Regression. Given two drug SMILES strings and cell line genomic features, predict the synergy score measuring deviation from expected non-interaction effect. Drug 1: C1=C(C(=O)NC(=O)N1)N(CCCl)CCCl. Drug 2: C#CCC(CC1=CN=C2C(=N1)C(=NC(=N2)N)N)C3=CC=C(C=C3)C(=O)NC(CCC(=O)O)C(=O)O. Cell line: MDA-MB-231. Synergy scores: CSS=12.0, Synergy_ZIP=-3.93, Synergy_Bliss=-4.05, Synergy_Loewe=-4.49, Synergy_HSA=-4.44.